This data is from Catalyst prediction with 721,799 reactions and 888 catalyst types from USPTO. The task is: Predict which catalyst facilitates the given reaction. (1) Reactant: P(Cl)(Cl)([Cl:3])=O.CN([CH:9]=[O:10])C.[Cl:11][C:12]1[CH:13]=[C:14]([O:28][CH3:29])[C:15]2[O:21][C:20]3[CH:22]=[CH:23][CH:24]=[CH:25][C:19]=3[CH2:18][C:17](=O)[C:16]=2[CH:27]=1.C([O-])(=O)C.[Na+]. Product: [Cl:11][C:12]1[CH:13]=[C:14]([O:28][CH3:29])[C:15]2[O:21][C:20]3[CH:22]=[CH:23][CH:24]=[CH:25][C:19]=3[C:18]([CH:9]=[O:10])=[C:17]([Cl:3])[C:16]=2[CH:27]=1. The catalyst class is: 4. (2) Reactant: C([N-]C(C)C)(C)C.[Li+].[N:9]1([C:22]([O:24][C:25]([CH3:28])([CH3:27])[CH3:26])=[O:23])[C:17]2[C:12](=[CH:13][CH:14]=[C:15]([C:18]([O:20][CH3:21])=[O:19])[CH:16]=2)[CH:11]=[CH:10]1.[CH3:29][Sn:30](Cl)([CH3:32])[CH3:31]. Product: [CH3:29][Sn:30]([CH3:32])([CH3:31])[C:10]1[N:9]([C:22]([O:24][C:25]([CH3:28])([CH3:27])[CH3:26])=[O:23])[C:17]2[C:12]([CH:11]=1)=[CH:13][CH:14]=[C:15]([C:18]([O:20][CH3:21])=[O:19])[CH:16]=2. The catalyst class is: 1. (3) Reactant: [NH2:1][C@@H:2]1[C:11]2[C:6](=[CH:7][CH:8]=[C:9]([F:12])[CH:10]=2)[C@H:5]([OH:13])[CH2:4][CH2:3]1.[H-].[Na+].F[C:17]1[CH:18]=[CH:19][C:20]2[N:21]([C:23]([CH:26]([CH3:28])[CH3:27])=[N:24][N:25]=2)[CH:22]=1. Product: [F:12][C:9]1[CH:10]=[C:11]2[C:6]([C@H:5]([O:13][C:17]3[CH:18]=[CH:19][C:20]4[N:21]([C:23]([CH:26]([CH3:28])[CH3:27])=[N:24][N:25]=4)[CH:22]=3)[CH2:4][CH2:3][C@@H:2]2[NH2:1])=[CH:7][CH:8]=1. The catalyst class is: 3. (4) Product: [F:13][C:14]1[CH:15]=[CH:16][C:17]2[C:22]3[C:23]4[C:52](=[O:53])[NH:51][C:50](=[O:54])[C:24]=4[C:25]4[C:26]5[C:31]([N:32]([C@@H:34]6[O:42][C@H:41]([CH2:43][N:5]7[C:1](=[O:11])[C:2]8=[CH:10][CH:9]=[CH:8][CH:7]=[C:3]8[C:4]7=[O:6])[C@@H:39]([OH:40])[C@H:37]([OH:38])[C@H:35]6[OH:36])[C:33]=4[C:21]=3[NH:20][C:18]=2[CH:19]=1)=[CH:30][C:29]([F:49])=[CH:28][CH:27]=5.[C@@H:34]1([N:32]2[C:33]3[C:21]4[NH:20][C:18]5[CH:19]=[C:14]([F:13])[CH:15]=[CH:16][C:17]=5[C:22]=4[C:23]4[C:52](=[O:53])[NH:51][C:50](=[O:54])[C:24]=4[C:25]=3[C:26]3[C:31]2=[CH:30][C:29]([F:49])=[CH:28][CH:27]=3)[O:42][C@@H:41]2[CH2:43][O:38][C@@H:37]([C@@H:39]2[OH:40])[C@H:35]1[OH:36]. The catalyst class is: 9. Reactant: [C:1]1(=[O:11])[NH:5][C:4](=[O:6])[C:3]2=[CH:7][CH:8]=[CH:9][CH:10]=[C:2]12.[K].[F:13][C:14]1[CH:15]=[CH:16][C:17]2[C:22]3[C:23]4[C:52](=[O:53])[NH:51][C:50](=[O:54])[C:24]=4[C:25]4[C:26]5[C:31]([N:32]([C@@H:34]6[O:42][C@H:41]([CH2:43]OS(C)(=O)=O)[C@@H:39]([OH:40])[C@H:37]([OH:38])[C@H:35]6[OH:36])[C:33]=4[C:21]=3[NH:20][C:18]=2[CH:19]=1)=[CH:30][C:29]([F:49])=[CH:28][CH:27]=5. (5) Reactant: [Cl-].O[NH3+:3].[C:4](=[O:7])([O-])[OH:5].[Na+].CS(C)=O.[CH2:13]([C:17]1[N:18]=[C:19]([CH3:48])[N:20]([CH2:39][C:40]2[CH:45]=[CH:44][CH:43]=[C:42]([F:46])[C:41]=2[F:47])[C:21](=[O:38])[C:22]=1[CH2:23][C:24]1[CH:29]=[CH:28][C:27]([C:30]2[C:31]([C:36]#[N:37])=[CH:32][CH:33]=[CH:34][CH:35]=2)=[CH:26][CH:25]=1)[CH2:14][CH2:15][CH3:16]. Product: [CH2:13]([C:17]1[N:18]=[C:19]([CH3:48])[N:20]([CH2:39][C:40]2[CH:45]=[CH:44][CH:43]=[C:42]([F:46])[C:41]=2[F:47])[C:21](=[O:38])[C:22]=1[CH2:23][C:24]1[CH:25]=[CH:26][C:27]([C:30]2[CH:35]=[CH:34][CH:33]=[CH:32][C:31]=2[C:36]2[NH:3][C:4](=[O:7])[O:5][N:37]=2)=[CH:28][CH:29]=1)[CH2:14][CH2:15][CH3:16]. The catalyst class is: 13. (6) Reactant: [CH3:1][N:2]([CH2:6][C:7]1[CH:12]=[CH:11][C:10]([F:13])=[CH:9][CH:8]=1)[C:3](=O)[CH3:4].C1COCC1.P12(SP3(SP(SP(S3)(S1)=S)(=S)S2)=S)=[S:20].CCCCCCC. Product: [CH3:1][N:2]([CH2:6][C:7]1[CH:12]=[CH:11][C:10]([F:13])=[CH:9][CH:8]=1)[C:3](=[S:20])[CH3:4]. The catalyst class is: 2. (7) Reactant: [CH3:1][O:2][C:3]1[CH:4]=[C:5]2[C:10](=[CH:11][CH:12]=1)[C:9]([O:13][C:14]1[CH:28]=[CH:27][C:17]([O:18][CH2:19][CH2:20][N:21]3[CH2:26][CH2:25][CH2:24][CH2:23][CH2:22]3)=[CH:16][CH:15]=1)=[C:8]([C:29]1[S:30][C:31]([S:34][CH3:35])=[CH:32][CH:33]=1)[CH:7]=[CH:6]2.[O:36]1CCCC1.CO.S(O)([O-])(=O)=O.S(O)(OO)(=O)=O.[K+]. Product: [CH3:1][O:2][C:3]1[CH:4]=[C:5]2[C:10](=[CH:11][CH:12]=1)[C:9]([O:13][C:14]1[CH:28]=[CH:27][C:17]([O:18][CH2:19][CH2:20][N:21]3[CH2:26][CH2:25][CH2:24][CH2:23][CH2:22]3)=[CH:16][CH:15]=1)=[C:8]([C:29]1[S:30][C:31]([S:34]([CH3:35])=[O:36])=[CH:32][CH:33]=1)[CH:7]=[CH:6]2. The catalyst class is: 6. (8) Reactant: [CH:1]([C:3]1[CH:8]=[C:7]([O:9][CH:10]([C:15]2[CH:28]=[CH:27][C:18]([C:19]([NH:21][CH2:22][CH2:23][C:24]([OH:26])=[O:25])=[O:20])=[CH:17][CH:16]=2)[CH2:11][CH:12]([CH3:14])[CH3:13])[CH:6]=[CH:5][C:4]=1[C:29]1[CH:34]=[CH:33][C:32]([CH:35]([CH3:37])[CH3:36])=[CH:31][CH:30]=1)=O.[NH:38]1[CH2:43][CH2:42][O:41][CH2:40][CH2:39]1.[BH-](OC(C)=O)(OC(C)=O)OC(C)=O.[Na+].C(O)(=O)C. Product: [CH:35]([C:32]1[CH:31]=[CH:30][C:29]([C:4]2[CH:5]=[CH:6][C:7]([O:9][CH:10]([C:15]3[CH:16]=[CH:17][C:18]([C:19]([NH:21][CH2:22][CH2:23][C:24]([OH:26])=[O:25])=[O:20])=[CH:27][CH:28]=3)[CH2:11][CH:12]([CH3:14])[CH3:13])=[CH:8][C:3]=2[CH2:1][N:38]2[CH2:43][CH2:42][O:41][CH2:40][CH2:39]2)=[CH:34][CH:33]=1)([CH3:36])[CH3:37]. The catalyst class is: 96. (9) Reactant: [NH2:1][C:2]1[CH:3]=[C:4]([CH3:10])[C:5](=[O:9])[N:6]([CH3:8])[CH:7]=1.[Cl:11][C:12]1[CH:19]=[CH:18][C:15]([CH:16]=O)=[CH:14][CH:13]=1.[O:20]=[C:21]([CH2:27][C:28](=[O:30])[CH3:29])[C:22](OCC)=[O:23]. Product: [C:28]([C:27]1[CH:16]([C:15]2[CH:18]=[CH:19][C:12]([Cl:11])=[CH:13][CH:14]=2)[N:1]([C:2]2[CH:3]=[C:4]([CH3:10])[C:5](=[O:9])[N:6]([CH3:8])[CH:7]=2)[C:22](=[O:23])[C:21]=1[OH:20])(=[O:30])[CH3:29]. The catalyst class is: 52. (10) Reactant: [Cl:1][C:2]1[CH:7]=[CH:6][C:5]([C:8]2[N:12]=[C:11]([C:13]3[S:14][CH:15]=[CH:16][C:17]=3[Cl:18])[O:10][N:9]=2)=[CH:4][C:3]=1[CH3:19].C1C(=O)N([Br:27])C(=O)C1.CC(N=NC(C#N)(C)C)(C#N)C.BrBr. Product: [Br:27][CH2:19][C:3]1[CH:4]=[C:5]([C:8]2[N:12]=[C:11]([C:13]3[S:14][CH:15]=[CH:16][C:17]=3[Cl:18])[O:10][N:9]=2)[CH:6]=[CH:7][C:2]=1[Cl:1]. The catalyst class is: 53.